From a dataset of Reaction yield outcomes from USPTO patents with 853,638 reactions. Predict the reaction yield, written as a fraction of the theoretical maximum amount of product (1.0 means a 100% yield; for example, 0.34 means a 34% yield). (1) The reactants are [CH3:1][O:2][C:3]1[C:8]([O:9][CH3:10])=[C:7]([O:11][CH3:12])[CH:6]=[C:5]([CH3:13])[C:4]=1[CH:14]([C:16]1[C:17]([F:24])=[N:18][CH:19]=[C:20]([CH3:23])[C:21]=1[I:22])[OH:15]. The catalyst is C1(C)C=CC=CC=1.[O-2].[O-2].[Mn+4]. The product is [CH3:1][O:2][C:3]1[C:8]([O:9][CH3:10])=[C:7]([O:11][CH3:12])[CH:6]=[C:5]([CH3:13])[C:4]=1[C:14]([C:16]1[C:17]([F:24])=[N:18][CH:19]=[C:20]([CH3:23])[C:21]=1[I:22])=[O:15]. The yield is 0.650. (2) The reactants are [C:1]12([C:11]([NH:13][CH:14]([C:18]3[CH:28]=[CH:27][C:21]([C:22]([O:24]CC)=O)=[CH:20][CH:19]=3)[CH:15]([CH3:17])[CH3:16])=[O:12])[CH2:10][CH:5]3[CH2:6][CH:7]([CH2:9][CH:3]([CH2:4]3)[CH2:2]1)[CH2:8]2.[OH-:29].[K+].Cl.[NH2:32]O.CO. The catalyst is C(O)(=O)C. The product is [OH:29][NH:32][C:22]([C:21]1[CH:20]=[CH:19][C:18]([CH:14]([NH:13][C:11]([C:1]23[CH2:10][CH:5]4[CH2:4][CH:3]([CH2:9][CH:7]([CH2:6]4)[CH2:8]2)[CH2:2]3)=[O:12])[CH:15]([CH3:16])[CH3:17])=[CH:28][CH:27]=1)=[O:24]. The yield is 0.150. (3) The reactants are [CH3:1][O:2][C:3](=[O:40])[NH:4][CH:5]([C:9]([N:11]1[CH2:15][CH2:14][CH2:13][CH:12]1[C:16](=[O:39])[NH:17][C:18]1[CH:23]=[CH:22][C:21]([C:24]2[CH:29]=[CH:28][C:27](B3OC(C)(C)C(C)(C)O3)=[CH:26][CH:25]=2)=[CH:20][CH:19]=1)=[O:10])[CH:6]([CH3:8])[CH3:7].[CH3:41][O:42][C:43](=[O:68])[NH:44][CH:45]([C:49]([N:51]1[CH2:55][CH2:54][CH2:53][CH:52]1[C:56]1[NH:57][C:58]([C:61]2[CH:66]=[CH:65][C:64](Br)=[CH:63][CH:62]=2)=[CH:59][N:60]=1)=[O:50])[CH:46]([CH3:48])[CH3:47].C(=O)([O-])[O-].[K+].[K+]. The catalyst is COCCOC.C1C=CC([P]([Pd]([P](C2C=CC=CC=2)(C2C=CC=CC=2)C2C=CC=CC=2)([P](C2C=CC=CC=2)(C2C=CC=CC=2)C2C=CC=CC=2)[P](C2C=CC=CC=2)(C2C=CC=CC=2)C2C=CC=CC=2)(C2C=CC=CC=2)C2C=CC=CC=2)=CC=1. The product is [CH3:1][O:2][C:3](=[O:40])[NH:4][CH:5]([C:9]([N:11]1[CH2:15][CH2:14][CH2:13][CH:12]1[C:16](=[O:39])[NH:17][C:18]1[CH:19]=[CH:20][C:21]([C:24]2[CH:25]=[CH:26][C:27]([C:64]3[CH:65]=[CH:66][C:61]([C:58]4[NH:57][C:56]([CH:52]5[CH2:53][CH2:54][CH2:55][N:51]5[C:49](=[O:50])[CH:45]([NH:44][C:43]([O:42][CH3:41])=[O:68])[CH:46]([CH3:48])[CH3:47])=[N:60][CH:59]=4)=[CH:62][CH:63]=3)=[CH:28][CH:29]=2)=[CH:22][CH:23]=1)=[O:10])[CH:6]([CH3:8])[CH3:7]. The yield is 0.270. (4) The product is [F:13][C:14]([F:25])([F:26])[O:15][C:16]1[CH:21]=[CH:20][C:19]([C:2]2[CH:10]=[C:9]3[C:5]([CH:6]=[CH:7][N:8]3[CH2:11][CH3:12])=[CH:4][CH:3]=2)=[CH:18][CH:17]=1. The yield is 0.560. The catalyst is O.C(O)C.[Pd].C1(P(C2C=CC=CC=2)C2C=CC=CC=2)C=CC=CC=1.C1(P(C2C=CC=CC=2)C2C=CC=CC=2)C=CC=CC=1.C1(P(C2C=CC=CC=2)C2C=CC=CC=2)C=CC=CC=1.C1(P(C2C=CC=CC=2)C2C=CC=CC=2)C=CC=CC=1. The reactants are Br[C:2]1[CH:10]=[C:9]2[C:5]([CH:6]=[CH:7][N:8]2[CH2:11][CH3:12])=[CH:4][CH:3]=1.[F:13][C:14]([F:26])([F:25])[O:15][C:16]1[CH:21]=[CH:20][C:19](B(O)O)=[CH:18][CH:17]=1.C(=O)([O-])[O-].[Na+].[Na+].C1(C)C=CC=CC=1. (5) The reactants are [F:1][C:2]1[CH:3]=[C:4]([CH2:8][C:9]([OH:11])=O)[CH:5]=[CH:6][CH:7]=1.C(Cl)(=O)C(Cl)=O.[F:18][C:19]1[CH:24]=[CH:23][C:22]([O:25]C)=[CH:21][CH:20]=1.[Al+3].[Cl-].[Cl-].[Cl-]. The catalyst is ClCCl.CN(C=O)C. The product is [F:18][C:19]1[CH:20]=[CH:21][C:22]([OH:25])=[C:23]([C:9](=[O:11])[CH2:8][C:4]2[CH:5]=[CH:6][CH:7]=[C:2]([F:1])[CH:3]=2)[CH:24]=1. The yield is 0.450. (6) The reactants are [CH:1]1([CH2:6][CH:7]([C:11]2[CH:16]=[CH:15][C:14]([S:17][C:18]([F:21])([F:20])[F:19])=[CH:13][CH:12]=2)[C:8]([OH:10])=[O:9])[CH2:5][CH2:4][CH2:3][CH2:2]1.[CH3:22]O. The catalyst is S(=O)(=O)(O)O. The product is [CH3:22][O:9][C:8](=[O:10])[CH:7]([C:11]1[CH:16]=[CH:15][C:14]([S:17][C:18]([F:21])([F:19])[F:20])=[CH:13][CH:12]=1)[CH2:6][CH:1]1[CH2:5][CH2:4][CH2:3][CH2:2]1. The yield is 0.990. (7) The reactants are [CH3:1][C:2]1([CH3:9])[CH2:7][C:6](=[O:8])[O:5][C:3]1=[O:4].[Cl-].[Cl-].[Cl-].[Al+3].Cl.[Br:15][C:16]1[CH:21]=[CH:20][CH:19]=[CH:18][CH:17]=1. The catalyst is C(Cl)Cl.CCCCCC. The product is [Br:15][C:16]1[CH:21]=[CH:20][C:19]([C:6](=[O:8])[CH2:7][C:2]([CH3:9])([CH3:1])[C:3]([OH:5])=[O:4])=[CH:18][CH:17]=1. The yield is 0.510.